From a dataset of Full USPTO retrosynthesis dataset with 1.9M reactions from patents (1976-2016). Predict the reactants needed to synthesize the given product. (1) Given the product [CH2:24]([O:21][CH2:20][C:11]1[CH:12]=[C:13]([C:16]([O:18][CH3:19])=[O:17])[CH:14]=[CH:15][C:10]=1[C:3]1[CH:4]=[C:5]([O:8][CH3:9])[CH:6]=[CH:7][C:2]=1[F:1])[CH3:25], predict the reactants needed to synthesize it. The reactants are: [F:1][C:2]1[CH:7]=[CH:6][C:5]([O:8][CH3:9])=[CH:4][C:3]=1[C:10]1[CH:15]=[CH:14][C:13]([C:16]([O:18][CH3:19])=[O:17])=[CH:12][C:11]=1[CH2:20][OH:21].[H-].[Na+].[CH2:24](I)[CH3:25]. (2) Given the product [CH2:15]([NH:19][CH2:29][C@@H:28]1[CH2:31][CH2:32][CH2:33][N:27]1[C:25]([O:24][C:20]([CH3:21])([CH3:23])[CH3:22])=[O:26])[CH:16]([CH3:18])[CH3:17], predict the reactants needed to synthesize it. The reactants are: C(O[BH-](OC(=O)C)OC(=O)C)(=O)C.[Na+].[CH2:15]([NH2:19])[CH:16]([CH3:18])[CH3:17].[C:20]([O:24][C:25]([N:27]1[CH2:33][CH2:32][CH2:31][C@H:28]1[CH:29]=O)=[O:26])([CH3:23])([CH3:22])[CH3:21].[OH-].[Na+].